This data is from NCI-60 drug combinations with 297,098 pairs across 59 cell lines. The task is: Regression. Given two drug SMILES strings and cell line genomic features, predict the synergy score measuring deviation from expected non-interaction effect. (1) Drug 1: C1=CC(=CC=C1CCC2=CNC3=C2C(=O)NC(=N3)N)C(=O)NC(CCC(=O)O)C(=O)O. Drug 2: C1CN(CCN1C(=O)CCBr)C(=O)CCBr. Cell line: A549. Synergy scores: CSS=38.7, Synergy_ZIP=-5.91, Synergy_Bliss=-5.61, Synergy_Loewe=-13.2, Synergy_HSA=0.696. (2) Drug 1: C1=NC2=C(N1)C(=S)N=CN2. Drug 2: COC1=C2C(=CC3=C1OC=C3)C=CC(=O)O2. Cell line: ACHN. Synergy scores: CSS=2.72, Synergy_ZIP=-4.87, Synergy_Bliss=-2.10, Synergy_Loewe=-15.1, Synergy_HSA=-4.93. (3) Synergy scores: CSS=59.4, Synergy_ZIP=9.25, Synergy_Bliss=9.11, Synergy_Loewe=7.87, Synergy_HSA=10.2. Cell line: NCI-H460. Drug 1: CN(CCCl)CCCl.Cl. Drug 2: C1C(C(OC1N2C=NC(=NC2=O)N)CO)O. (4) Drug 1: CC12CCC(CC1=CCC3C2CCC4(C3CC=C4C5=CN=CC=C5)C)O. Drug 2: CCCCC(=O)OCC(=O)C1(CC(C2=C(C1)C(=C3C(=C2O)C(=O)C4=C(C3=O)C=CC=C4OC)O)OC5CC(C(C(O5)C)O)NC(=O)C(F)(F)F)O. Cell line: PC-3. Synergy scores: CSS=3.70, Synergy_ZIP=-2.33, Synergy_Bliss=-2.49, Synergy_Loewe=-0.505, Synergy_HSA=-1.21. (5) Drug 1: CC1C(C(CC(O1)OC2CC(CC3=C2C(=C4C(=C3O)C(=O)C5=C(C4=O)C(=CC=C5)OC)O)(C(=O)C)O)N)O.Cl. Drug 2: C(=O)(N)NO. Cell line: HS 578T. Synergy scores: CSS=19.0, Synergy_ZIP=-1.26, Synergy_Bliss=1.35, Synergy_Loewe=-24.5, Synergy_HSA=-1.51. (6) Drug 1: C1CC(=O)NC(=O)C1N2CC3=C(C2=O)C=CC=C3N. Drug 2: CC12CCC3C(C1CCC2OP(=O)(O)O)CCC4=C3C=CC(=C4)OC(=O)N(CCCl)CCCl.[Na+]. Cell line: NCI-H322M. Synergy scores: CSS=2.80, Synergy_ZIP=-1.52, Synergy_Bliss=-1.93, Synergy_Loewe=-2.67, Synergy_HSA=-3.21. (7) Drug 1: CS(=O)(=O)C1=CC(=C(C=C1)C(=O)NC2=CC(=C(C=C2)Cl)C3=CC=CC=N3)Cl. Drug 2: C1=CN(C(=O)N=C1N)C2C(C(C(O2)CO)O)O.Cl. Cell line: KM12. Synergy scores: CSS=17.4, Synergy_ZIP=-7.31, Synergy_Bliss=-2.31, Synergy_Loewe=-2.33, Synergy_HSA=-0.734.